This data is from Catalyst prediction with 721,799 reactions and 888 catalyst types from USPTO. The task is: Predict which catalyst facilitates the given reaction. (1) Reactant: N[C:2]1[N:7]=[C:6](Br)[C:5]2[CH:9]=[CH:10][S:11][C:4]=2[CH:3]=1.Br[C:13]1[C:18]2C=CSC=2[CH:16]=[C:15](Br)[N:14]=1.Br[C:24]1[C:29]2C=CSC=2C(Br)=C(Br)N=1.C([O:38][CH2:39][CH2:40][O:41][C:42]1[CH:47]=[CH:46][CH:45]=[C:44]([Sn](CCCC)(CCCC)CCCC)[CH:43]=1)(=O)C.[Si]([Cl:68])(C(C)(C)C)(C)C.[NH:69]1C=CN=C1. Product: [ClH:68].[ClH:68].[CH2:24]([N:14]1[CH2:13][CH2:18][N:69]([C:6]2[C:5]3[CH:9]=[CH:10][S:11][C:4]=3[CH:3]=[C:2]([C:46]3[CH:45]=[CH:44][CH:43]=[C:42]([O:41][CH2:40][CH2:39][OH:38])[CH:47]=3)[N:7]=2)[CH2:16][CH2:15]1)[CH3:29]. The catalyst class is: 9. (2) Reactant: [NH2:1][C:2]1[C:3]([CH3:13])=[C:4]([CH:9]=[C:10]([Cl:12])[CH:11]=1)[C:5]([O:7][CH3:8])=[O:6].[CH3:14][C:15]([O:18][C:19]([NH:21][CH:22]1[CH2:28][CH2:27][C:25](=O)[CH2:24][CH2:23]1)=[O:20])([CH3:17])[CH3:16].C([BH3-])#N.[Na+]. Product: [C:15]([O:18][C:19]([NH:21][C@@H:22]1[CH2:28][CH2:27][C@H:25]([NH:1][C:2]2[C:3]([CH3:13])=[C:4]([CH:9]=[C:10]([Cl:12])[CH:11]=2)[C:5]([O:7][CH3:8])=[O:6])[CH2:24][CH2:23]1)=[O:20])([CH3:17])([CH3:14])[CH3:16]. The catalyst class is: 466. (3) Reactant: [H-].[H-].[H-].[H-].[Li+].[Al+3].C[O:8][C:9](=O)[C@@H:10]([CH3:20])[CH2:11][O:12][CH2:13][C:14]1[CH:19]=[CH:18][CH:17]=[CH:16][CH:15]=1.[O-]S([O-])(=O)=O.[Na+].[Na+]. Product: [CH2:13]([O:12][CH2:11][C@H:10]([CH3:20])[CH2:9][OH:8])[C:14]1[CH:19]=[CH:18][CH:17]=[CH:16][CH:15]=1. The catalyst class is: 1. (4) Reactant: [Cl:1][S:2]([OH:5])(=O)=[O:3].[CH3:6][C:7]1([CH2:20][C:21]([O:23][CH2:24][CH3:25])=[O:22])[CH2:16][CH2:15][C:14]2[C:9](=[C:10]([CH3:19])[C:11]([CH3:18])=[CH:12][C:13]=2[CH3:17])[O:8]1.C(=O)([O-])O.[Na+]. Product: [CH2:24]([O:23][C:21]([CH2:20][C:7]1([CH3:6])[CH2:16][CH2:15][C:14]2[C:9](=[C:10]([CH3:19])[C:11]([CH3:18])=[C:12]([S:2]([Cl:1])(=[O:5])=[O:3])[C:13]=2[CH3:17])[O:8]1)=[O:22])[CH3:25]. The catalyst class is: 4. (5) Reactant: [CH3:1][C@@H:2]([C@@H:8]1[C@@:12]2([CH3:27])[CH2:13][CH2:14][C@@H:15]3[C@@:20]4([CH3:26])[CH2:21][CH2:22][C@@H:23]([OH:25])[CH2:24][C@H:19]4[CH2:18][CH2:17][C@H:16]3[C@@H:11]2[CH2:10][CH2:9]1)[CH2:3][CH2:4][C:5](O)=[O:6].C(OC(Cl)=O)C(C)C.C(N(CC)CC)C.[CH2:43]([NH:61]CCCCCCCCCCCCCCCCCC)[CH2:44][CH2:45][CH2:46][CH2:47][CH2:48][CH2:49][CH2:50][CH2:51][CH2:52][CH2:53][CH2:54][CH2:55][CH2:56][CH2:57][CH2:58][CH2:59][CH3:60]. Product: [CH2:43]([NH:61][C:5](=[O:6])[CH2:4][CH2:3][CH:2]([CH:8]1[C:12]2([CH3:27])[CH:11]([CH:16]3[CH:15]([CH2:14][CH2:13]2)[C:20]2([CH3:26])[CH:19]([CH2:24][CH:23]([OH:25])[CH2:22][CH2:21]2)[CH2:18][CH2:17]3)[CH2:10][CH2:9]1)[CH3:1])[CH2:44][CH2:45][CH2:46][CH2:47][CH2:48][CH2:49][CH2:50][CH2:51][CH2:52][CH2:53][CH2:54][CH2:55][CH2:56][CH2:57][CH2:58][CH2:59][CH3:60]. The catalyst class is: 7. (6) The catalyst class is: 106. Product: [ClH:27].[Cl:37][C:35]1[CH:34]=[CH:33][C:31]2[N:32]=[C:28]([N:18]([CH2:19][CH2:20][CH2:21][CH2:22][CH2:23][CH2:24][CH3:25])[CH2:17][CH2:16][C:14]3[N:15]=[C:11]([S:10][C:7]([CH3:8])([CH3:9])[C:6]([OH:5])=[O:26])[S:12][CH:13]=3)[S:29][C:30]=2[CH:36]=1. Reactant: C([O:5][C:6](=[O:26])[C:7]([S:10][C:11]1[S:12][CH:13]=[C:14]([CH2:16][CH2:17][NH:18][CH2:19][CH2:20][CH2:21][CH2:22][CH2:23][CH2:24][CH3:25])[N:15]=1)([CH3:9])[CH3:8])(C)(C)C.[Cl:27][C:28]1[S:29][C:30]2[CH:36]=[C:35]([Cl:37])[CH:34]=[CH:33][C:31]=2[N:32]=1.Cl.C(OCC)(=O)C.